Dataset: Forward reaction prediction with 1.9M reactions from USPTO patents (1976-2016). Task: Predict the product of the given reaction. (1) Given the reactants [NH:1]1[CH:8]=[CH:7][C:5](=[O:6])[NH:4][C:2]1=[O:3].C(=O)([O-])[O-].[K+].[K+].[Br:15][C:16]1[CH:24]=[CH:23][C:19]([CH2:20]CBr)=[CH:18][CH:17]=1, predict the reaction product. The product is: [Br:15][C:16]1[CH:24]=[CH:23][C:19]([CH2:20][N:1]2[CH:8]=[CH:7][C:5](=[O:6])[NH:4][C:2]2=[O:3])=[CH:18][CH:17]=1. (2) Given the reactants C[O:2][C:3](=[O:28])[CH2:4][C:5]1[C:9]2[C:10]([CH3:27])=[CH:11][C:12]([O:15][CH2:16][C:17]3[N:21]([CH3:22])[N:20]=[C:19]([C:23]([F:26])([F:25])[F:24])[CH:18]=3)=[C:13]([F:14])[C:8]=2[S:7][CH:6]=1.C1COCC1.[OH-].[Na+].Cl, predict the reaction product. The product is: [F:14][C:13]1[C:8]2[S:7][CH:6]=[C:5]([CH2:4][C:3]([OH:28])=[O:2])[C:9]=2[C:10]([CH3:27])=[CH:11][C:12]=1[O:15][CH2:16][C:17]1[N:21]([CH3:22])[N:20]=[C:19]([C:23]([F:26])([F:25])[F:24])[CH:18]=1.